This data is from Forward reaction prediction with 1.9M reactions from USPTO patents (1976-2016). The task is: Predict the product of the given reaction. (1) Given the reactants Br[C:2]1[CH:7]=[CH:6][CH:5]=[CH:4][C:3]=1[Cl:8].[F:9][C:10]1[CH:15]=[CH:14][CH:13]=[C:12]([O:16][CH3:17])[C:11]=1B(O)O, predict the reaction product. The product is: [Cl:8][C:3]1[CH:4]=[CH:5][CH:6]=[CH:7][C:2]=1[C:11]1[C:12]([O:16][CH3:17])=[CH:13][CH:14]=[CH:15][C:10]=1[F:9]. (2) Given the reactants [N+:1]([C:4]1[CH:8]=[N:7][NH:6][C:5]=1[NH2:9])([O-:3])=[O:2].CN(C)[CH:12]=[CH:13][C:14]([C:16]1[CH:17]=[C:18]([N:22]([CH2:27][C:28]#[CH:29])[S:23]([CH3:26])(=[O:25])=[O:24])[CH:19]=[CH:20][CH:21]=1)=O.C(OCC)(=O)C, predict the reaction product. The product is: [N+:1]([C:4]1[CH:8]=[N:7][N:6]2[C:14]([C:16]3[CH:17]=[C:18]([N:22]([CH2:27][C:28]#[CH:29])[S:23]([CH3:26])(=[O:25])=[O:24])[CH:19]=[CH:20][CH:21]=3)=[CH:13][CH:12]=[N:9][C:5]=12)([O-:3])=[O:2]. (3) Given the reactants [CH:1]1[CH:20]=[CH:19][C:17](=[O:18])/[C:3](=[CH:4]/[NH:5][CH2:6][CH2:7][NH:8]/[CH:9]=[C:10]2/[CH:11]=[CH:12][CH:13]=[CH:14][C:15]/2=[O:16])/[CH:2]=1.O.O.O.O.C([O-])(=O)C.[Co+2:29].C([O-])(=O)C.C(O)(=O)C.[N+](C1C=C(C=C([N+]([O-])=O)C=1)C(O)=O)([O-])=O, predict the reaction product. The product is: [Co+3:29].[CH:12]1[CH:13]=[CH:14][C:15](=[O:16])/[C:10](=[CH:9]/[NH:8][CH2:7][CH2:6][NH:5]/[CH:4]=[C:3]2/[CH:2]=[CH:1][CH:20]=[CH:19][C:17]/2=[O:18])/[CH:11]=1. (4) Given the reactants [I-].[CH3:2][S+](C)C.[H-].[Na+].[CH2:8]([O:10][C:11](=[O:20])[CH:12]=[CH:13][C:14]1[CH:19]=[CH:18][N:17]=[CH:16][CH:15]=1)[CH3:9], predict the reaction product. The product is: [N:17]1[CH:18]=[CH:19][C:14]([C@@H:13]2[CH2:2][C@H:12]2[C:11]([O:10][CH2:8][CH3:9])=[O:20])=[CH:15][CH:16]=1.